Dataset: Reaction yield outcomes from USPTO patents with 853,638 reactions. Task: Predict the reaction yield, written as a fraction of the theoretical maximum amount of product (1.0 means a 100% yield; for example, 0.34 means a 34% yield). (1) The reactants are O1CCCC1.B.[CH:7]1([C:14](O)=[O:15])[CH2:13][CH2:12][CH2:11][CH2:10][CH2:9][CH2:8]1. The catalyst is O1CCCC1. The product is [CH:7]1([CH2:14][OH:15])[CH2:13][CH2:12][CH2:11][CH2:10][CH2:9][CH2:8]1. The yield is 1.00. (2) The reactants are C1(P(C2C=CC=CC=2)C2C=CC=CC=2)C=CC=CC=1.[OH:20][C:21]1[C:22]([CH2:34][CH:35]=[C:36]([CH3:39])[CH2:37]O)=[C:23]([O:32][CH3:33])[C:24]([CH3:31])=[C:25]2[C:29]=1[C:28](=[O:30])[O:27][CH2:26]2.C(Br)(Br)(Br)[Br:41]. The catalyst is ClCCl. The product is [Br:41][CH2:37][C:36]([CH3:39])=[CH:35][CH2:34][C:22]1[C:21]([OH:20])=[C:29]2[C:25]([CH2:26][O:27][C:28]2=[O:30])=[C:24]([CH3:31])[C:23]=1[O:32][CH3:33]. The yield is 0.420. (3) The reactants are [CH3:1][C:2]1[C:11]2[C:6](=[CH:7][CH:8]=[CH:9][CH:10]=2)[C:5]([C:12]#[N:13])=[CH:4][CH:3]=1.C1C(=O)N([Br:21])C(=O)C1.CC(N=NC(C#N)(C)C)(C#N)C. The catalyst is C(Cl)(Cl)(Cl)Cl.O. The product is [Br:21][CH2:1][C:2]1[C:11]2[C:6](=[CH:7][CH:8]=[CH:9][CH:10]=2)[C:5]([C:12]#[N:13])=[CH:4][CH:3]=1. The yield is 0.520. (4) The reactants are [CH2:1]([O:3][C:4](=[O:19])[CH2:5][CH:6]1[N:11]2[CH:12]=[C:13]([N+:15]([O-])=O)[CH:14]=[C:10]2[C:9](=[O:18])[NH:8][CH2:7]1)[CH3:2].[ClH:20]. The catalyst is C(O)C.[Pd]. The product is [ClH:20].[CH2:1]([O:3][C:4](=[O:19])[CH2:5][CH:6]1[N:11]2[CH:12]=[C:13]([NH2:15])[CH:14]=[C:10]2[C:9](=[O:18])[NH:8][CH2:7]1)[CH3:2]. The yield is 0.980. (5) The product is [Si:1]([O:8][CH2:9][C@H:10]1[C@H:14]([O:15][CH:16]2[CH2:21][CH2:20][CH2:19][CH2:18][O:17]2)[CH2:13][C@H:12]([OH:22])[C@@H:11]1[CH2:23][CH2:24][CH2:25][CH2:26][CH2:27][CH2:28][C:29]([O:31][CH3:32])=[O:30])([C:4]([CH3:7])([CH3:6])[CH3:5])([CH3:2])[CH3:3]. The reactants are [Si:1]([O:8][CH2:9][C@H:10]1[C@H:14]([O:15][CH:16]2[CH2:21][CH2:20][CH2:19][CH2:18][O:17]2)[CH2:13][C@H:12]([OH:22])[C@@H:11]1[CH2:23]/[CH:24]=[CH:25]\[CH2:26][CH2:27][CH2:28][C:29]([O:31][CH3:32])=[O:30])([C:4]([CH3:7])([CH3:6])[CH3:5])([CH3:3])[CH3:2]. The catalyst is C(OCC)(=O)C.[Pd]. The yield is 0.997.